From a dataset of Forward reaction prediction with 1.9M reactions from USPTO patents (1976-2016). Predict the product of the given reaction. (1) Given the reactants CO[C:3]([C:5]1[C:6]([OH:24])=[C:7]2[C:12](=[CH:13][N:14]=1)[N:11]([CH2:15][C:16]1[CH:21]=[CH:20][CH:19]=[CH:18][CH:17]=1)[C:10](=[O:22])[C:9]([CH3:23])=[CH:8]2)=[O:4].[NH2:25][CH2:26][C:27]([OH:29])=[O:28].C[O-].[Na+], predict the reaction product. The product is: [CH2:15]([N:11]1[C:12]2[C:7](=[C:6]([OH:24])[C:5]([C:3]([NH:25][CH2:26][C:27]([OH:29])=[O:28])=[O:4])=[N:14][CH:13]=2)[CH:8]=[C:9]([CH3:23])[C:10]1=[O:22])[C:16]1[CH:17]=[CH:18][CH:19]=[CH:20][CH:21]=1. (2) Given the reactants [C:1]1([CH3:9])[CH:6]=[CH:5][CH:4]=[C:3]([CH:7]=O)[CH:2]=1.[C:10]([NH:13][CH2:14][C:15]([OH:17])=[O:16])(=O)[CH3:11].C([O-])(=O)C.[Na+], predict the reaction product. The product is: [CH3:11][C:10]1[O:17][C:15](=[O:16])/[C:14](=[CH:7]/[C:3]2[CH:4]=[CH:5][CH:6]=[C:1]([CH3:9])[CH:2]=2)/[N:13]=1. (3) Given the reactants [Cl:1][C:2]1[CH:3]=[C:4]([CH:14]=[CH:15][CH:16]=1)[CH2:5][O:6][C:7]1[CH:12]=[CH:11][N+:10]([O-])=[CH:9][CH:8]=1.C(OC(=O)C)(=[O:19])C, predict the reaction product. The product is: [Cl:1][C:2]1[CH:3]=[C:4]([CH:14]=[CH:15][CH:16]=1)[CH2:5][O:6][C:7]1[CH:12]=[CH:11][NH:10][C:9](=[O:19])[CH:8]=1. (4) Given the reactants [CH2:1]([O:3][C:4]([C:6]1[CH:7]=[C:8]2[C:13](=[CH:14][CH:15]=1)[NH:12][CH:11]([C:16]1[CH:17]=[N:18][CH:19]=[C:20](Br)[CH:21]=1)[CH2:10][C:9]2([CH3:24])[CH3:23])=[O:5])[CH3:2].[C:25]([C:29]1[CH:34]=[CH:33][C:32](B(O)O)=[CH:31][CH:30]=1)([CH3:28])([CH3:27])[CH3:26].C(=O)([O-])[O-].[Cs+].[Cs+].C(OCC)(=O)C, predict the reaction product. The product is: [CH2:1]([O:3][C:4]([C:6]1[CH:7]=[C:8]2[C:13](=[CH:14][CH:15]=1)[NH:12][CH:11]([C:16]1[CH:17]=[N:18][CH:19]=[C:20]([C:32]3[CH:33]=[CH:34][C:29]([C:25]([CH3:28])([CH3:27])[CH3:26])=[CH:30][CH:31]=3)[CH:21]=1)[CH2:10][C:9]2([CH3:24])[CH3:23])=[O:5])[CH3:2]. (5) Given the reactants [H-].[Na+].[Cl:3][C:4]1[CH:5]=[C:6]([CH2:11][C:12]#[N:13])[CH:7]=[CH:8][C:9]=1[Cl:10].Br[CH2:15][CH2:16][O:17][CH:18]1[CH2:23][CH2:22][CH2:21][CH2:20][O:19]1, predict the reaction product. The product is: [C:12]([CH:11]([C:6]1[CH:7]=[CH:8][C:9]([Cl:10])=[C:4]([Cl:3])[CH:5]=1)[CH2:15][CH2:16][O:17][CH:18]1[CH2:23][CH2:22][CH2:21][CH2:20][O:19]1)#[N:13]. (6) Given the reactants C1(OC(N2CCC3C(=CC(OC)=C(OC)C=3)C2CC2C=CC(C3C=CC=CC=3)=CC=2)=O)C=CC=CC=1.C(O)(=O)C(O)=O.[C:43]1([C:64]2[CH:69]=[CH:68][CH:67]=[CH:66][CH:65]=2)[CH:48]=[CH:47][C:46]([CH2:49][CH:50]2[C:59]3[C:54](=[CH:55][C:56]([O:62][CH3:63])=[C:57]([O:60][CH3:61])[CH:58]=3)[CH2:53][CH2:52][NH:51]2)=[CH:45][CH:44]=1.[C:70]1([CH2:76][C:77](Cl)=[O:78])[CH:75]=[CH:74][CH:73]=[CH:72][CH:71]=1.[OH-].[Na+], predict the reaction product. The product is: [C:43]1([C:64]2[CH:69]=[CH:68][CH:67]=[CH:66][CH:65]=2)[CH:44]=[CH:45][C:46]([CH2:49][CH:50]2[C:59]3[C:54](=[CH:55][C:56]([O:62][CH3:63])=[C:57]([O:60][CH3:61])[CH:58]=3)[CH2:53][CH2:52][N:51]2[C:77](=[O:78])[CH2:76][C:70]2[CH:75]=[CH:74][CH:73]=[CH:72][CH:71]=2)=[CH:47][CH:48]=1. (7) Given the reactants [Br:1][C:2]1[CH:7]=[CH:6][C:5]([OH:8])=[CH:4][CH:3]=1.O[CH2:10][C:11]1([C:14]([O:16][CH3:17])=[O:15])[CH2:13][CH2:12]1, predict the reaction product. The product is: [Br:1][C:2]1[CH:7]=[CH:6][C:5]([O:8][CH2:10][C:11]2([C:14]([O:16][CH3:17])=[O:15])[CH2:13][CH2:12]2)=[CH:4][CH:3]=1. (8) Given the reactants ClC1C=CC(SC2C3C(SC4C=CC(Cl)=CC=4)=C4C(CC(OC)=O)CCN4C=3C(F)=C([F:18])C=2)=CC=1.[Cl:36][C:37]1[CH:42]=[CH:41][C:40]([S:43][C:44]2[C:52]3[C:51]([S:53]([CH3:56])(=[O:55])=[O:54])=[CH:50][C:49]([F:57])=[C:48](S(C)(=O)=O)[C:47]=3[N:46]3[CH2:62][CH2:63][CH:64]([CH2:65][C:66]([O:68][CH3:69])=[O:67])[C:45]=23)=[CH:39][CH:38]=1, predict the reaction product. The product is: [Cl:36][C:37]1[CH:38]=[CH:39][C:40]([S:43][C:44]2[C:52]3[C:51]([S:53]([CH3:56])(=[O:55])=[O:54])=[CH:50][C:49]([F:57])=[C:48]([F:18])[C:47]=3[N:46]3[CH2:62][CH2:63][CH:64]([CH2:65][C:66]([O:68][CH3:69])=[O:67])[C:45]=23)=[CH:41][CH:42]=1. (9) Given the reactants [CH2:1]([NH2:7])[C:2]1[O:6][CH:5]=[CH:4][CH:3]=1.[Cl:8][C:9]1[CH:14]=[N:13][CH:12]=[C:11](Cl)[N:10]=1, predict the reaction product. The product is: [Cl:8][C:9]1[N:10]=[C:11]([NH:7][CH2:1][C:2]2[O:6][CH:5]=[CH:4][CH:3]=2)[CH:12]=[N:13][CH:14]=1. (10) Given the reactants [Cl:1][C:2]1[CH:31]=[CH:30][C:5]([CH2:6][C:7]2[N:8]=[C:9]([CH2:26][CH:27]([CH3:29])[CH3:28])[C:10]3[N:15]=[C:14]([C:16]4[CH:21]=[C:20]([CH3:22])[C:19]([O:23]C)=[C:18]([CH3:25])[CH:17]=4)[O:13][C:11]=3[N:12]=2)=[CH:4][CH:3]=1.B(Br)(Br)Br, predict the reaction product. The product is: [Cl:1][C:2]1[CH:31]=[CH:30][C:5]([CH2:6][C:7]2[N:8]=[C:9]([CH2:26][CH:27]([CH3:29])[CH3:28])[C:10]3[N:15]=[C:14]([C:16]4[CH:21]=[C:20]([CH3:22])[C:19]([OH:23])=[C:18]([CH3:25])[CH:17]=4)[O:13][C:11]=3[N:12]=2)=[CH:4][CH:3]=1.